Dataset: Full USPTO retrosynthesis dataset with 1.9M reactions from patents (1976-2016). Task: Predict the reactants needed to synthesize the given product. Given the product [CH3:1][S:2]([C:4]1[N:9]=[CH:8][C:7]2=[CH:10][CH:11]=[C:12]([C:13]3[CH:18]=[CH:17][C:16]([CH3:19])=[CH:15][C:14]=3[N:20]([CH3:25])[S:21]([CH3:24])(=[O:23])=[O:22])[N:6]2[N:5]=1)=[O:3], predict the reactants needed to synthesize it. The reactants are: [CH3:1][S:2]([C:4]1[N:9]=[CH:8][C:7]2=[CH:10][CH:11]=[C:12]([C:13]3[CH:18]=[CH:17][C:16]([CH3:19])=[CH:15][C:14]=3[NH:20][S:21]([CH3:24])(=[O:23])=[O:22])[N:6]2[N:5]=1)=[O:3].[C:25](=O)([O-])[O-].[K+].[K+].CN(C)C=O.CI.